From a dataset of Full USPTO retrosynthesis dataset with 1.9M reactions from patents (1976-2016). Predict the reactants needed to synthesize the given product. (1) Given the product [F:1][C:2]1[CH:7]=[CH:6][CH:5]=[C:4]([F:8])[C:3]=1[N:9]1[C:14]2[N:15]=[C:16]([NH:29][CH2:30][CH2:31][N:32]([CH3:34])[CH3:33])[N:17]=[C:18]([C:19]3[CH:20]=[C:21]([CH:25]=[CH:26][C:27]=3[CH3:28])[C:22]([NH:39][CH2:38][C:37]([CH3:41])([CH3:40])[CH3:36])=[O:24])[C:13]=2[CH2:12][NH:11][C:10]1=[O:35], predict the reactants needed to synthesize it. The reactants are: [F:1][C:2]1[CH:7]=[CH:6][CH:5]=[C:4]([F:8])[C:3]=1[N:9]1[C:14]2[N:15]=[C:16]([NH:29][CH2:30][CH2:31][N:32]([CH3:34])[CH3:33])[N:17]=[C:18]([C:19]3[CH:20]=[C:21]([CH:25]=[CH:26][C:27]=3[CH3:28])[C:22]([OH:24])=O)[C:13]=2[CH2:12][NH:11][C:10]1=[O:35].[CH3:36][C:37]([CH3:41])([CH3:40])[CH2:38][NH2:39].CN(C(ON1N=NC2C=CC=CC1=2)=[N+](C)C)C.F[P-](F)(F)(F)(F)F.C(N(CC)CC)C. (2) Given the product [F:55][C:34]1[C:35]([NH:37][C@@H:38]([C:51]([CH3:54])([CH3:53])[CH3:52])[CH2:39][S:40]([CH2:43][C:44]([O:46][C:47]([CH3:49])([CH3:48])[CH3:50])=[O:45])(=[O:42])=[O:41])=[N:36][C:31]([C:10]2[C:4]3[C:5](=[N:6][CH:7]=[C:2]([F:1])[CH:3]=3)[N:8]([S:20]([C:23]3[CH:24]=[CH:25][C:26]([CH3:29])=[CH:27][CH:28]=3)(=[O:21])=[O:22])[CH:9]=2)=[N:32][CH:33]=1, predict the reactants needed to synthesize it. The reactants are: [F:1][C:2]1[CH:3]=[C:4]2[C:10](B3OC(C)(C)C(C)(C)O3)=[CH:9][N:8]([S:20]([C:23]3[CH:28]=[CH:27][C:26]([CH3:29])=[CH:25][CH:24]=3)(=[O:22])=[O:21])[C:5]2=[N:6][CH:7]=1.Cl[C:31]1[N:36]=[C:35]([NH:37][C@@H:38]([C:51]([CH3:54])([CH3:53])[CH3:52])[CH2:39][S:40]([CH2:43][C:44]([O:46][C:47]([CH3:50])([CH3:49])[CH3:48])=[O:45])(=[O:42])=[O:41])[C:34]([F:55])=[CH:33][N:32]=1.[O-]P([O-])([O-])=O.[K+].[K+].[K+].